This data is from Forward reaction prediction with 1.9M reactions from USPTO patents (1976-2016). The task is: Predict the product of the given reaction. (1) Given the reactants [NH2:1][CH2:2][CH2:3][CH2:4][S:5][CH2:6][CH3:7].[OH:8]OS([O-])=O.[K+].[OH2:14], predict the reaction product. The product is: [NH2:1][CH2:2][CH2:3][CH2:4][S:5]([CH2:6][CH3:7])(=[O:8])=[O:14]. (2) The product is: [C:14]1([C@H:20]([NH:22][CH2:2][C:3]2[NH:4][C:5](=[O:13])[C:6]3[CH2:12][O:11][CH2:10][CH2:9][C:7]=3[N:8]=2)[CH3:21])[CH:19]=[CH:18][CH:17]=[CH:16][CH:15]=1. Given the reactants Cl[CH2:2][C:3]1[NH:4][C:5](=[O:13])[C:6]2[CH2:12][O:11][CH2:10][CH2:9][C:7]=2[N:8]=1.[C:14]1([C@H:20]([NH2:22])[CH3:21])[CH:19]=[CH:18][CH:17]=[CH:16][CH:15]=1, predict the reaction product. (3) Given the reactants O=C1O[C@H]2CC3C=CC=CC=3[C@H]2NC(=O)CCC=CC[C@H]1CC(OC(C)(C)C)=O.FC(F)(F)C(O)=O.[O:37]=[C:38]1[O:49][C@H:48]2[CH2:50][C:51]3[CH:52]=[CH:53][CH:54]=[CH:55][C:56]=3[C@H:47]2[NH:46][C:45](=[O:57])[CH2:44][CH2:43][CH:42]=[CH:41][CH2:40][C@H:39]1[CH2:58][C:59]([OH:61])=O.[Cl:62][C:63]1[CH:68]=[CH:67][C:66]([CH2:69][NH2:70])=[CH:65][CH:64]=1, predict the reaction product. The product is: [Cl:62][C:63]1[CH:68]=[CH:67][C:66]([CH2:69][NH:70][C:59](=[O:61])[CH2:58][C@H:39]2[C:38](=[O:37])[O:49][C@H:48]3[CH2:50][C:51]4[CH:52]=[CH:53][CH:54]=[CH:55][C:56]=4[C@H:47]3[NH:46][C:45](=[O:57])[CH2:44][CH2:43][CH:42]=[CH:41][CH2:40]2)=[CH:65][CH:64]=1. (4) Given the reactants [O:1]([C:8]1[CH:23]=[CH:22][C:11]([O:12][C:13]2[CH:18]=[CH:17][C:16]([CH2:19][CH2:20][OH:21])=[CH:15][CH:14]=2)=[CH:10][CH:9]=1)[C:2]1[CH:7]=[CH:6][CH:5]=[CH:4][CH:3]=1.C(N(CC)CC)C.[C:31](Cl)(=[O:34])[CH:32]=[CH2:33], predict the reaction product. The product is: [C:31]([O:21][CH2:20][CH2:19][C:16]1[CH:17]=[CH:18][C:13]([O:12][C:11]2[CH:22]=[CH:23][C:8]([O:1][C:2]3[CH:3]=[CH:4][CH:5]=[CH:6][CH:7]=3)=[CH:9][CH:10]=2)=[CH:14][CH:15]=1)(=[O:34])[CH:32]=[CH2:33]. (5) Given the reactants C([O:4][C@@H:5]1[C@@H:9]([O:10]C(=O)C)[C@@H:8]([CH2:14][O:15]C(=O)C)[O:7][C@H:6]1[N:19]1[CH:26]=[C:25]([F:27])[C:23](=[O:24])[NH:22][C:20]1=[O:21])(=O)C.C(N(CC)CC)C, predict the reaction product. The product is: [C@@H:6]1([N:19]2[CH:26]=[C:25]([F:27])[C:23](=[O:24])[NH:22][C:20]2=[O:21])[O:7][C@H:8]([CH2:14][OH:15])[C@H:9]([OH:10])[C@H:5]1[OH:4]. (6) Given the reactants C([Li])CCC.CCCCCC.[N:12]1[CH:17]=[CH:16][C:15]([CH3:18])=[CH:14][C:13]=1[CH3:19].C(NCC)C.[CH3:25][N:26]([CH:28]=O)[CH3:27].[Cl-].[NH4+], predict the reaction product. The product is: [CH3:25][N:26]([CH3:28])[CH:27]=[CH:18][C:15]1[CH:16]=[CH:17][N:12]=[C:13]([CH3:19])[CH:14]=1.